This data is from Forward reaction prediction with 1.9M reactions from USPTO patents (1976-2016). The task is: Predict the product of the given reaction. (1) Given the reactants [Cl:1][C:2]1[CH:9]=[CH:8][C:5]([CH2:6]O)=[CH:4][CH:3]=1.[H-].[Na+].[CH3:12][O:13][C:14](=[O:23])[C:15]1[CH:20]=[CH:19][C:18]([CH2:21]Br)=[CH:17][CH:16]=1.[C:24](OCC)(=[O:26])C, predict the reaction product. The product is: [Cl:1][C:2]1[CH:9]=[CH:8][C:5]([CH2:6][CH2:24][O:26][CH2:21][C:18]2[CH:19]=[CH:20][C:15]([C:14]([O:13][CH3:12])=[O:23])=[CH:16][CH:17]=2)=[CH:4][CH:3]=1. (2) The product is: [F:20][C:21]([F:34])([F:33])[S:22]([O:13][C:9]1[C:10]2[C:5](=[CH:4][C:3]([O:2][CH3:1])=[CH:12][CH:11]=2)[CH:6]=[CH:7][CH:8]=1)(=[O:24])=[O:23]. Given the reactants [CH3:1][O:2][C:3]1[CH:4]=[C:5]2[C:10](=[CH:11][CH:12]=1)[C:9]([OH:13])=[CH:8][CH:7]=[CH:6]2.N1C=CC=CC=1.[F:20][C:21]([F:34])([F:33])[S:22](O[S:22]([C:21]([F:34])([F:33])[F:20])(=[O:24])=[O:23])(=[O:24])=[O:23], predict the reaction product. (3) The product is: [SH:10][C:9]1[NH:8][C:7]2[C:2]([N:1]=1)=[N:3][CH:4]=[CH:5][CH:6]=2. Given the reactants [NH2:1][C:2]1[C:7]([NH2:8])=[CH:6][CH:5]=[CH:4][N:3]=1.[C:9](Cl)(Cl)=[S:10].C(N(CC)CC)C, predict the reaction product. (4) Given the reactants [CH3:1][CH:2]([C:4]1[N:8]=[C:7]([N:9]2[CH2:14][CH2:13][CH:12]([CH2:15][OH:16])[CH2:11][CH2:10]2)[O:6][N:5]=1)[CH3:3].[Cr](Cl)([O-])(=O)=O.[NH+]1C=CC=CC=1.CCOCC, predict the reaction product. The product is: [CH3:3][CH:2]([C:4]1[N:8]=[C:7]([N:9]2[CH2:14][CH2:13][CH:12]([CH:15]=[O:16])[CH2:11][CH2:10]2)[O:6][N:5]=1)[CH3:1]. (5) Given the reactants [C:1]([O:5][C:6]([N:8]1[CH2:17][CH2:16][C:15]2[C:10](=[CH:11][CH:12]=[C:13]([C:18](=[O:20])[CH3:19])[CH:14]=2)[CH2:9]1)=[O:7])([CH3:4])([CH3:3])[CH3:2].[Br-:21].[Br-].[Br-].C([N+](CCCC)(CCCC)CCCC)CCC.C([N+](CCCC)(CCCC)CCCC)CCC.C([N+](CCCC)(CCCC)CCCC)CCC, predict the reaction product. The product is: [C:1]([O:5][C:6]([N:8]1[CH2:17][CH2:16][C:15]2[C:10](=[CH:11][CH:12]=[C:13]([C:18](=[O:20])[CH2:19][Br:21])[CH:14]=2)[CH2:9]1)=[O:7])([CH3:4])([CH3:2])[CH3:3]. (6) The product is: [CH3:1][O:2][CH2:3][CH2:4][O:5][C:6]1[CH:7]=[C:8]([CH2:17][CH2:18][C:19]([OH:21])=[O:20])[CH:9]=[CH:10][C:11]=1[O:12][CH2:13][CH2:14][O:15][CH3:16]. Given the reactants [CH3:1][O:2][CH2:3][CH2:4][O:5][C:6]1[CH:7]=[C:8]([CH:17]=[CH:18][C:19]([OH:21])=[O:20])[CH:9]=[CH:10][C:11]=1[O:12][CH2:13][CH2:14][O:15][CH3:16].[H][H], predict the reaction product. (7) Given the reactants [C:1]([C:9]1[N:13]=[C:12]([C@H:14]2[CH2:18][CH2:17][C@H:16]([NH:19]C(=O)OC(C)(C)C)[CH2:15]2)[O:11][N:10]=1)(=[O:8])[C:2]1[CH:7]=[CH:6][CH:5]=[CH:4][CH:3]=1.FC(F)(F)C(O)=O, predict the reaction product. The product is: [NH2:19][C@H:16]1[CH2:17][CH2:18][C@H:14]([C:12]2[O:11][N:10]=[C:9]([C:1]([C:2]3[CH:7]=[CH:6][CH:5]=[CH:4][CH:3]=3)=[O:8])[N:13]=2)[CH2:15]1.